This data is from Full USPTO retrosynthesis dataset with 1.9M reactions from patents (1976-2016). The task is: Predict the reactants needed to synthesize the given product. (1) Given the product [CH:1]1([CH2:7][C@@H:8]([N:26]([CH3:27])[C:42]([C:36]2([CH3:35])[CH2:41][CH2:40][CH2:39][CH2:38][CH2:37]2)=[O:43])[CH2:9][N:10]2[CH2:11][CH2:12][N:13]([C:16]3[C:25]4[O:24][CH2:23][CH2:22][O:21][C:20]=4[CH:19]=[CH:18][CH:17]=3)[CH2:14][CH2:15]2)[CH2:2][CH2:3][CH2:4][CH2:5][CH2:6]1, predict the reactants needed to synthesize it. The reactants are: [CH:1]1([CH2:7][C@@H:8]([NH:26][CH3:27])[CH2:9][N:10]2[CH2:15][CH2:14][N:13]([C:16]3[C:25]4[O:24][CH2:23][CH2:22][O:21][C:20]=4[CH:19]=[CH:18][CH:17]=3)[CH2:12][CH2:11]2)[CH2:6][CH2:5][CH2:4][CH2:3][CH2:2]1.C(N(CC)CC)C.[CH3:35][C:36]1([C:42](Cl)=[O:43])[CH2:41][CH2:40][CH2:39][CH2:38][CH2:37]1. (2) Given the product [NH2:22][CH2:21][C:19]1[CH:18]=[C:4]([CH:3]=[C:2]([Br:1])[CH:20]=1)[CH2:5][O:6][C:7]1[CH:12]=[CH:11][CH:10]=[CH:9][C:8]=1[CH2:13][C:14]([O:16][CH3:17])=[O:15], predict the reactants needed to synthesize it. The reactants are: [Br:1][C:2]1[CH:3]=[C:4]([CH:18]=[C:19]([C:21]#[N:22])[CH:20]=1)[CH2:5][O:6][C:7]1[CH:12]=[CH:11][CH:10]=[CH:9][C:8]=1[CH2:13][C:14]([O:16][CH3:17])=[O:15].O.[BH4-].[Na+].C([O-])(O)=O.[Na+].